This data is from Reaction yield outcomes from USPTO patents with 853,638 reactions. The task is: Predict the reaction yield, written as a fraction of the theoretical maximum amount of product (1.0 means a 100% yield; for example, 0.34 means a 34% yield). (1) The reactants are [O:1]([C:8]1[S:12][C:11]([CH:13]=[O:14])=[CH:10][CH:9]=1)[C:2]1[CH:7]=[CH:6][CH:5]=[CH:4][CH:3]=1.[O-:15]Cl=O.[Na+].[OH-].[Na+]. The catalyst is C1COCC1.CC(O)(C)C.O. The product is [O:1]([C:8]1[S:12][C:11]([C:13]([OH:15])=[O:14])=[CH:10][CH:9]=1)[C:2]1[CH:3]=[CH:4][CH:5]=[CH:6][CH:7]=1. The yield is 0.550. (2) The reactants are [CH3:1][C@@:2]12[C:10](=[O:11])[CH2:9][CH2:8][C@H:7]1[C@@H:6]1[C:12]([CH:14]=[C:15]3[CH2:20][C@@H:19](O)[CH2:18][CH2:17][C@:16]3([CH3:22])[C@H:5]1[CH2:4][CH2:3]2)=[O:13].[CH2:23]([O:26][C:27](Cl)=[O:28])[CH:24]=[CH2:25]. The catalyst is O1CCCC1.N1C=CC=CC=1. The product is [C:27]([C@H:19]1[CH2:18][CH2:17][C@@:16]2([CH3:22])[C:15](=[CH:14][C:12](=[O:13])[C@@H:6]3[C@@H:5]2[CH2:4][CH2:3][C@@:2]2([CH3:1])[C@H:7]3[CH2:8][CH2:9][C:10]2=[O:11])[CH2:20]1)([O:26][CH2:23][CH:24]=[CH2:25])=[O:28]. The yield is 0.780. (3) The reactants are [OH:1][C:2]1[CH:7]=[CH:6][C:5]([CH2:8][C:9]([NH2:11])=[O:10])=[CH:4][C:3]=1[CH3:12].Br[CH2:14][C:15]([C:17]1[CH:22]=[CH:21][CH:20]=[CH:19][CH:18]=1)=[O:16].C(=O)([O-])[O-].[K+].[K+]. The catalyst is C(#N)C. The product is [CH3:12][C:3]1[CH:4]=[C:5]([CH2:8][C:9]([NH2:11])=[O:10])[CH:6]=[CH:7][C:2]=1[O:1][CH2:14][C:15](=[O:16])[C:17]1[CH:22]=[CH:21][CH:20]=[CH:19][CH:18]=1. The yield is 0.820. (4) The reactants are [NH2:1][C:2]1[N:7]=[CH:6][N:5]=[C:4]2[N:8]([CH2:25][C@@H:26]3[CH2:30][CH2:29][CH2:28][N:27]3[C:31](=[O:35])[CH2:32][C:33]#[N:34])[N:9]=[C:10]([C:11]3[CH:16]=[CH:15][C:14]([O:17][C:18]4[CH:23]=[CH:22][CH:21]=[CH:20][CH:19]=4)=[CH:13][C:12]=3[F:24])[C:3]=12.[CH2:36]([N:38]([C:46]([CH3:50])([CH3:49])[CH:47]=O)[C:39](=[O:45])[O:40][C:41]([CH3:44])([CH3:43])[CH3:42])[CH3:37].N1CCCCC1. The catalyst is O1CCOCC1.CC(O)=O. The product is [NH2:1][C:2]1[N:7]=[CH:6][N:5]=[C:4]2[N:8]([CH2:25][C@@H:26]3[CH2:30][CH2:29][CH2:28][N:27]3[C:31](=[O:35])[C:32]([C:33]#[N:34])=[CH:50][C:46]([N:38]([CH2:36][CH3:37])[C:39](=[O:45])[O:40][C:41]([CH3:44])([CH3:43])[CH3:42])([CH3:47])[CH3:49])[N:9]=[C:10]([C:11]3[CH:16]=[CH:15][C:14]([O:17][C:18]4[CH:19]=[CH:20][CH:21]=[CH:22][CH:23]=4)=[CH:13][C:12]=3[F:24])[C:3]=12. The yield is 0.190. (5) The reactants are Br[C:2]1[CH:3]=[C:4]([CH3:11])[C:5]2[N:6]([CH:8]=[CH:9][N:10]=2)[CH:7]=1.[F:12][C:13]([F:24])([F:23])[C:14]1[CH:19]=[CH:18][C:17](B(O)O)=[CH:16][CH:15]=1.C([O-])([O-])=O.[Na+].[Na+].CO[CH2:33][CH2:34]OC. The catalyst is O.C1C=CC([P]([Pd]([P](C2C=CC=CC=2)(C2C=CC=CC=2)C2C=CC=CC=2)([P](C2C=CC=CC=2)(C2C=CC=CC=2)C2C=CC=CC=2)[P](C2C=CC=CC=2)(C2C=CC=CC=2)C2C=CC=CC=2)(C2C=CC=CC=2)C2C=CC=CC=2)=CC=1. The product is [C:33]([C:8]1[N:6]2[CH:7]=[C:2]([C:17]3[CH:18]=[CH:19][C:14]([C:13]([F:24])([F:23])[F:12])=[CH:15][CH:16]=3)[CH:3]=[C:4]([CH3:11])[C:5]2=[N:10][CH:9]=1)#[CH:34]. The yield is 0.910. (6) The reactants are [Cl:1][C:2]1[CH:3]=[C:4]([C:12]2[O:16][N:15]=[C:14]([C:17]3[C:18]([CH3:27])=[C:19]4[C:24](=[CH:25][CH:26]=3)[CH2:23][NH:22][CH2:21][CH2:20]4)[N:13]=2)[CH:5]=[N:6][C:7]=1[O:8][CH:9]([CH3:11])[CH3:10].CN(C([O:35]N1N=NC2C=CC=NC1=2)=[N+](C)C)C.F[P-](F)(F)(F)(F)F.CCN(C(C)C)C(C)C.[C:61]([NH:68][C:69](=O)[CH2:70]N)([O:63][C:64]([CH3:67])([CH3:66])[CH3:65])=[O:62]. The catalyst is CN(C=O)C. The product is [Cl:1][C:2]1[CH:3]=[C:4]([C:12]2[O:16][N:15]=[C:14]([C:17]3[C:18]([CH3:27])=[C:19]4[C:24](=[CH:25][CH:26]=3)[CH2:23][N:22]([C:70](=[O:35])[CH2:69][NH:68][C:61](=[O:62])[O:63][C:64]([CH3:67])([CH3:66])[CH3:65])[CH2:21][CH2:20]4)[N:13]=2)[CH:5]=[N:6][C:7]=1[O:8][CH:9]([CH3:10])[CH3:11]. The yield is 0.880.